This data is from Forward reaction prediction with 1.9M reactions from USPTO patents (1976-2016). The task is: Predict the product of the given reaction. (1) Given the reactants Cl.[Cl:2][C:3]1[CH:4]=[CH:5][C:6]2[C:7]3[CH2:17][NH:16][CH2:15][CH2:14][C:8]=3[NH:9][C:10]=2[C:11]=1[S:12][CH3:13].[C:18](O[C:18]([O:20][C:21]([CH3:24])([CH3:23])[CH3:22])=[O:19])([O:20][C:21]([CH3:24])([CH3:23])[CH3:22])=[O:19].[OH-].[Na+], predict the reaction product. The product is: [C:21]([O:20][C:18]([N:16]1[CH2:15][CH2:14][C:8]2[NH:9][C:10]3[C:11]([S:12][CH3:13])=[C:3]([Cl:2])[CH:4]=[CH:5][C:6]=3[C:7]=2[CH2:17]1)=[O:19])([CH3:24])([CH3:23])[CH3:22]. (2) Given the reactants [Br:1][C:2]1[CH:3]=[C:4]([NH2:8])[CH:5]=[N:6][CH:7]=1.[Cl:9][C:10]1[CH:17]=[CH:16][C:13]([CH:14]=O)=[CH:12][C:11]=1[F:18].C(O[BH-](OC(=O)C)OC(=O)C)(=O)C.[Na+], predict the reaction product. The product is: [Br:1][C:2]1[CH:3]=[C:4]([NH:8][CH2:14][C:13]2[CH:16]=[CH:17][C:10]([Cl:9])=[C:11]([F:18])[CH:12]=2)[CH:5]=[N:6][CH:7]=1. (3) Given the reactants [NH2:1][C:2]1[CH:3]=[C:4]([CH:18]=[C:19]([C:21]#[CH:22])[CH:20]=1)[C:5]([NH:7][CH2:8][CH2:9][O:10][CH2:11][CH2:12][O:13][CH2:14][CH2:15][O:16][CH3:17])=[O:6].Cl[C:24]1[N:29]=[C:28]([O:30][C:31]2[C:40]3[C:35](=[CH:36][CH:37]=[CH:38][CH:39]=3)[C:34]([NH:41][C:42](=[O:48])[O:43][C:44]([CH3:47])([CH3:46])[CH3:45])=[CH:33][CH:32]=2)[CH:27]=[CH:26][N:25]=1, predict the reaction product. The product is: [C:21]([C:19]1[CH:20]=[C:2]([NH:1][C:24]2[N:29]=[C:28]([O:30][C:31]3[C:40]4[C:35](=[CH:36][CH:37]=[CH:38][CH:39]=4)[C:34]([NH:41][C:42](=[O:48])[O:43][C:44]([CH3:46])([CH3:45])[CH3:47])=[CH:33][CH:32]=3)[CH:27]=[CH:26][N:25]=2)[CH:3]=[C:4]([C:5](=[O:6])[NH:7][CH2:8][CH2:9][O:10][CH2:11][CH2:12][O:13][CH2:14][CH2:15][O:16][CH3:17])[CH:18]=1)#[CH:22].